From a dataset of Catalyst prediction with 721,799 reactions and 888 catalyst types from USPTO. Predict which catalyst facilitates the given reaction. (1) Reactant: [F:1][C:2]1[CH:7]=[CH:6][CH:5]=[CH:4][C:3]=1[CH:8]([O:23][CH2:24][CH2:25][CH2:26][O:27][CH3:28])[CH:9]1[CH2:14][CH2:13][CH2:12][N:11]([C:15]2[C:16](=[O:22])[C:17](=[O:21])[C:18]=2OC)[CH2:10]1.[NH2:29][C@@H:30]([CH2:40][CH:41]1[CH2:46][CH2:45][CH2:44][CH2:43][CH2:42]1)[CH2:31][NH:32][C:33](=[O:39])[O:34][C:35]([CH3:38])([CH3:37])[CH3:36]. Product: [CH:41]1([CH2:40][C@H:30]([NH:29][C:18]2[C:17](=[O:21])[C:16](=[O:22])[C:15]=2[N:11]2[CH2:12][CH2:13][CH2:14][CH:9]([CH:8]([C:3]3[CH:4]=[CH:5][CH:6]=[CH:7][C:2]=3[F:1])[O:23][CH2:24][CH2:25][CH2:26][O:27][CH3:28])[CH2:10]2)[CH2:31][NH:32][C:33](=[O:39])[O:34][C:35]([CH3:36])([CH3:37])[CH3:38])[CH2:42][CH2:43][CH2:44][CH2:45][CH2:46]1. The catalyst class is: 23. (2) Reactant: [F:1][C:2]1[CH:3]=[C:4]([CH:6]=[CH:7][CH:8]=1)[NH2:5].C([O-])([O-])=O.[K+].[K+].[CH2:15]([O:19][C:20](Cl)=[O:21])[CH:16]([CH3:18])[CH3:17].[Br:23]N1C(C)(C)C(=O)N(Br)C1=O. Product: [Br:23][C:8]1[CH:7]=[CH:6][C:4]([NH:5][C:20](=[O:21])[O:19][CH2:15][CH:16]([CH3:18])[CH3:17])=[CH:3][C:2]=1[F:1]. The catalyst class is: 232. (3) Reactant: Cl.Cl.[NH:3]1[CH2:6][CH:5]([C:7]2[C:8]([O:30][CH3:31])=[C:9]([CH:15]([N:17]3[C:21]4=[N:22][CH:23]=[N:24][C:25]([NH2:26])=[C:20]4[C:19]([CH:27]([F:29])[F:28])=[N:18]3)[CH3:16])[CH:10]=[C:11]([Cl:14])[C:12]=2[F:13])[CH2:4]1.[Si]([O:39][CH2:40][CH:41]=O)(C(C)(C)C)(C)C.C(N(CC)CC)C.C(O[BH-](OC(=O)C)OC(=O)C)(=O)C.[Na+].Cl.O. Product: [NH2:26][C:25]1[N:24]=[CH:23][N:22]=[C:21]2[N:17]([CH:15]([C:9]3[C:8]([O:30][CH3:31])=[C:7]([CH:5]4[CH2:6][N:3]([CH2:41][CH2:40][OH:39])[CH2:4]4)[C:12]([F:13])=[C:11]([Cl:14])[CH:10]=3)[CH3:16])[N:18]=[C:19]([CH:27]([F:29])[F:28])[C:20]=12. The catalyst class is: 2. (4) Reactant: [C:1](N1C=CN=C1)(N1C=CN=C1)=[O:2].[N+:13]([C:16]1[C:17]([NH2:23])=[C:18]([NH2:22])[CH:19]=[CH:20][CH:21]=1)([O-:15])=[O:14]. Product: [N+:13]([C:16]1[C:17]2[NH:23][C:1](=[O:2])[NH:22][C:18]=2[CH:19]=[CH:20][CH:21]=1)([O-:15])=[O:14]. The catalyst class is: 1. (5) Reactant: [Li]CCCC.[CH3:6][N:7]1[CH:11]=[CH:10][N:9]=[N:8]1.[CH2:12]([O:19][C:20]1[CH:27]=[CH:26][C:23]([CH:24]=[O:25])=[CH:22][CH:21]=1)[C:13]1[CH:18]=[CH:17][CH:16]=[CH:15][CH:14]=1. Product: [CH2:12]([O:19][C:20]1[CH:21]=[CH:22][C:23]([CH:24]([C:11]2[N:7]([CH3:6])[N:8]=[N:9][CH:10]=2)[OH:25])=[CH:26][CH:27]=1)[C:13]1[CH:14]=[CH:15][CH:16]=[CH:17][CH:18]=1. The catalyst class is: 323. (6) Reactant: [N+:1]([C:4]1[CH:5]=[N:6][NH:7][CH:8]=1)([O-:3])=[O:2].C([O-])([O-])=O.[K+].[K+].Cl[CH2:16][C:17]([O:19][CH3:20])=[O:18]. Product: [N+:1]([C:4]1[CH:5]=[N:6][N:7]([CH2:16][C:17]([O:19][CH3:20])=[O:18])[CH:8]=1)([O-:3])=[O:2]. The catalyst class is: 10. (7) Reactant: C[O:2][C:3](=[O:33])[CH2:4][C:5]1[CH:10]=[CH:9][C:8]([Cl:11])=[C:7]([O:12][CH2:13][CH2:14][C:15]2([CH2:31][CH3:32])[CH2:20][CH2:19][N:18]([C:21]3[S:22][C:23]4[CH:29]=[C:28]([Cl:30])[CH:27]=[CH:26][C:24]=4[N:25]=3)[CH2:17][CH2:16]2)[CH:6]=1.[OH-].[Na+].O1CCCC1.Cl. Product: [Cl:11][C:8]1[CH:9]=[CH:10][C:5]([CH2:4][C:3]([OH:33])=[O:2])=[CH:6][C:7]=1[O:12][CH2:13][CH2:14][C:15]1([CH2:31][CH3:32])[CH2:20][CH2:19][N:18]([C:21]2[S:22][C:23]3[CH:29]=[C:28]([Cl:30])[CH:27]=[CH:26][C:24]=3[N:25]=2)[CH2:17][CH2:16]1. The catalyst class is: 5. (8) Reactant: C(=O)([O-])O.[Na+].Br.[S:7]1[CH:11]=[CH:10][C:9]2[C:12]([C:16]3[N:17]4[CH2:24][CH2:23][N:22]=[C:18]4[S:19][C:20]=3[CH3:21])=[CH:13][CH:14]=[CH:15][C:8]1=2.[Cl:25]CCl. Product: [ClH:25].[S:7]1[CH:11]=[CH:10][C:9]2[C:12]([C:16]3[N:17]4[CH2:24][CH2:23][N:22]=[C:18]4[S:19][C:20]=3[CH3:21])=[CH:13][CH:14]=[CH:15][C:8]1=2. The catalyst class is: 6. (9) Reactant: [C:1]([NH:18][CH2:19][C:20]([OH:22])=O)([O:3][CH2:4][CH:5]1[C:17]2[C:12](=[CH:13][CH:14]=[CH:15][CH:16]=2)[C:11]2[C:6]1=[CH:7][CH:8]=[CH:9][CH:10]=2)=[O:2].C1(N=C=NC2CCCCC2)CCCCC1.O.ON1C2C=CC=CC=2N=N1.[NH2:49][CH2:50][CH2:51][CH2:52][CH2:53][OH:54]. Product: [OH:54][CH2:53][CH2:52][CH2:51][CH2:50][NH:49][C:20](=[O:22])[CH2:19][NH:18][C:1]([O:3][CH2:4][CH:5]1[C:17]2[C:12](=[CH:13][CH:14]=[CH:15][CH:16]=2)[C:11]2[C:6]1=[CH:7][CH:8]=[CH:9][CH:10]=2)=[O:2]. The catalyst class is: 9. (10) Product: [CH:1]1[C:10]2[C:5](=[CH:6][CH:7]=[CH:8][CH:9]=2)[CH:4]=[CH:3][C:2]=1[O:11][CH2:19][CH2:20][OH:21]. The catalyst class is: 3. Reactant: [CH:1]1[C:10]2[C:5](=[CH:6][CH:7]=[CH:8][CH:9]=2)[CH:4]=[CH:3][C:2]=1[OH:11].C([O-])([O-])=O.[K+].[K+].Br[CH2:19][CH2:20][OH:21].